From a dataset of Caco-2 cell permeability data measuring drug intestinal absorption for ~900 compounds. Regression/Classification. Given a drug SMILES string, predict its absorption, distribution, metabolism, or excretion properties. Task type varies by dataset: regression for continuous measurements (e.g., permeability, clearance, half-life) or binary classification for categorical outcomes (e.g., BBB penetration, CYP inhibition). For this dataset (caco2_wang), we predict Y. (1) The compound is C[C@@H](O)[C@@H]1NC(=O)[C@H](CCCCN)NC(=O)[C@@H](Cc2c[nH]c3ccccc23)NC(=O)[C@H](Cc2ccccc2)NC(=O)[C@@H]2CCCN2C(=O)[C@H](Cc2ccccc2)NC1=O. The Y is -6.22 log Papp (cm/s). (2) The molecule is CC1(C)CC(=O)N(CCCCN2CCN(c3ncccn3)CC2)C(=O)C1. The Y is -4.70 log Papp (cm/s). (3) The compound is CC1(C)S[C@@H]2[C@H](NC(=O)[C@H](N)c3ccc(O)cc3)C(=O)N2[C@H]1C(=O)O. The Y is -6.15 log Papp (cm/s). (4) The drug is CC(=O)Nc1ccc(O)cc1. The Y is -4.44 log Papp (cm/s). (5) The molecule is CN1C2CC[C@@H]1CC(OC(c1ccccc1)c1cccc(Cl)c1)C2. The Y is -4.66 log Papp (cm/s). (6) The molecule is O=C(NC1(C(=O)N[C@H](Cc2ccccc2)C(=O)NCCCN2CCOCC2)CCCC1)c1cc2ccccc2o1. The Y is -5.22 log Papp (cm/s).